Predict the reactants needed to synthesize the given product. From a dataset of Full USPTO retrosynthesis dataset with 1.9M reactions from patents (1976-2016). (1) Given the product [Cl:3][C:4]1[CH:5]=[C:6]([CH:7]=[CH:8][C:9]=1[O:10][C:11]1[CH:16]=[CH:15][CH:14]=[C:13]([C:17]([F:19])([F:20])[F:18])[CH:12]=1)[CH2:21][O:22][C:24]1[CH:25]=[C:26]2[NH:33][CH2:32][CH2:31][N:27]2[C:28](=[O:30])[N:29]=1, predict the reactants needed to synthesize it. The reactants are: [H-].[Na+].[Cl:3][C:4]1[CH:5]=[C:6]([CH2:21][OH:22])[CH:7]=[CH:8][C:9]=1[O:10][C:11]1[CH:16]=[CH:15][CH:14]=[C:13]([C:17]([F:20])([F:19])[F:18])[CH:12]=1.Cl[C:24]1[CH:25]=[C:26]2[N:33](C(OC(C)(C)C)=O)[CH2:32][CH2:31][N:27]2[C:28](=[O:30])[N:29]=1. (2) Given the product [F:31][C:30]([F:33])([F:32])[C:28]([OH:34])=[O:29].[Br:1][C:2]1[CH:27]=[N:26][C:5]2[N:6]=[C:7]([N:13]3[CH2:16][CH:15]([NH:17][CH3:18])[CH2:14]3)[C:8]3[N:9]([CH:10]=[N:11][N:12]=3)[C:4]=2[CH:3]=1, predict the reactants needed to synthesize it. The reactants are: [Br:1][C:2]1[CH:27]=[N:26][C:5]2[N:6]=[C:7]([N:13]3[CH2:16][CH:15]([N:17](C)[C:18](=O)OC(C)(C)C)[CH2:14]3)[C:8]3[N:9]([CH:10]=[N:11][N:12]=3)[C:4]=2[CH:3]=1.[C:28]([OH:34])([C:30]([F:33])([F:32])[F:31])=[O:29]. (3) Given the product [N:38]1[CH:39]=[CH:40][CH:41]=[C:36]([CH2:35][O:34][C:32](=[O:33])[NH:31][CH2:30][C:27]2[CH:26]=[CH:25][C:24]([C:22]([NH:21][C:10]3[C:9]([NH2:5])=[CH:14][CH:13]=[C:12]([C:15]4[CH:16]=[CH:17][CH:18]=[CH:19][CH:20]=4)[N:11]=3)=[O:23])=[CH:29][CH:28]=2)[CH:37]=1, predict the reactants needed to synthesize it. The reactants are: CC([N:5]([C:9]1[C:10]([NH:21][C:22]([C:24]2[CH:29]=[CH:28][C:27]([CH2:30][NH:31][C:32]([O:34][CH2:35][C:36]3[CH:37]=[N:38][CH:39]=[CH:40][CH:41]=3)=[O:33])=[CH:26][CH:25]=2)=[O:23])=[N:11][C:12]([C:15]2[CH:20]=[CH:19][CH:18]=[CH:17][CH:16]=2)=[CH:13][CH:14]=1)C(=O)[O-])(C)C.Cl.O1CCOCC1. (4) Given the product [Cl:19][C:20]1[CH:25]=[CH:24][C:23]([S:26]([NH:1][C:2]2[CH:11]=[CH:10][C:9]3[C:4](=[CH:5][CH:6]=[N:7][CH:8]=3)[N:3]=2)(=[O:28])=[O:27])=[CH:22][CH:21]=1, predict the reactants needed to synthesize it. The reactants are: [NH2:1][C:2]1[CH:11]=[CH:10][C:9]2[C:4](=[CH:5][CH:6]=[N:7][CH:8]=2)[N:3]=1.C(N(CC)CC)C.[Cl:19][C:20]1[CH:25]=[CH:24][C:23]([S:26](Cl)(=[O:28])=[O:27])=[CH:22][CH:21]=1.C(=O)(O)[O-].[Na+]. (5) Given the product [F:1][C:2]1[CH:3]=[C:4]([CH:9]=[CH:10][C:11]=1[O:12][CH:13]1[CH2:14][O:15][CH2:16]1)[C:5]([OH:7])=[O:6], predict the reactants needed to synthesize it. The reactants are: [F:1][C:2]1[CH:3]=[C:4]([CH:9]=[CH:10][C:11]=1[O:12][CH:13]1[CH2:16][O:15][CH2:14]1)[C:5]([O:7]C)=[O:6].[OH-].[K+]. (6) Given the product [N:8]1([C:6]2[CH:5]=[C:4]([CH2:14][S:15]([C:18]3[CH:23]=[CH:22][CH:21]=[CH:20][CH:19]=3)(=[O:17])=[O:16])[N:3]=[C:2]([C:33]3[CH:38]=[CH:37][C:36]([NH2:39])=[CH:35][CH:34]=3)[N:7]=2)[CH2:13][CH2:12][O:11][CH2:10][CH2:9]1, predict the reactants needed to synthesize it. The reactants are: Cl[C:2]1[N:7]=[C:6]([N:8]2[CH2:13][CH2:12][O:11][CH2:10][CH2:9]2)[CH:5]=[C:4]([CH2:14][S:15]([C:18]2[CH:23]=[CH:22][CH:21]=[CH:20][CH:19]=2)(=[O:17])=[O:16])[N:3]=1.O.CC1(C)C(C)(C)OB([C:33]2[CH:38]=[CH:37][C:36]([NH2:39])=[CH:35][CH:34]=2)O1.C(=O)([O-])[O-].[Na+].[Na+]. (7) Given the product [NH2:1][C:2]1[CH:32]=[CH:31][CH:30]=[CH:29][C:3]=1[C:4]([NH:6][C:7]1[CH:28]=[CH:27][C:10]2[N:11]([CH:14]([C:21]3[CH:26]=[CH:25][CH:24]=[CH:23][CH:22]=3)[CH2:15][C:16]([OH:18])=[O:17])[CH:12]=[N:13][C:9]=2[CH:8]=1)=[O:5], predict the reactants needed to synthesize it. The reactants are: [NH2:1][C:2]1[CH:32]=[CH:31][CH:30]=[CH:29][C:3]=1[C:4]([NH:6][C:7]1[CH:28]=[CH:27][C:10]2[N:11]([CH:14]([C:21]3[CH:26]=[CH:25][CH:24]=[CH:23][CH:22]=3)[CH2:15][C:16]([O:18]CC)=[O:17])[CH:12]=[N:13][C:9]=2[CH:8]=1)=[O:5].